This data is from Full USPTO retrosynthesis dataset with 1.9M reactions from patents (1976-2016). The task is: Predict the reactants needed to synthesize the given product. (1) Given the product [F:1][C:2]1[CH:3]=[CH:4][CH:5]=[C:6]2[C:10]=1[N:9]([CH3:11])[C:8](=[O:12])[CH2:7]2, predict the reactants needed to synthesize it. The reactants are: [F:1][C:2]1[CH:3]=[CH:4][CH:5]=[C:6]2[C:10]=1[N:9]([CH3:11])[C:8](=[O:12])[C:7]2=O. (2) Given the product [ClH:56].[ClH:56].[NH2:8][CH2:9][CH2:10][CH2:11][C:12]([NH:14][S:15]([C:18]1[CH:23]=[CH:22][C:21]([C:24]2[CH:29]=[CH:28][C:27]([CH2:30][CH2:31][NH:32][CH2:40][C@H:41]([OH:48])[C:42]3[CH:43]=[CH:44][CH:45]=[CH:46][CH:47]=3)=[CH:26][CH:25]=2)=[CH:20][C:19]=1[O:49][CH:50]1[CH2:55][CH2:54][CH2:53][CH2:52][CH2:51]1)(=[O:17])=[O:16])=[O:13], predict the reactants needed to synthesize it. The reactants are: C(OC([NH:8][CH2:9][CH2:10][CH2:11][C:12]([NH:14][S:15]([C:18]1[CH:23]=[CH:22][C:21]([C:24]2[CH:29]=[CH:28][C:27]([CH2:30][CH2:31][N:32]([CH2:40][C@H:41]([OH:48])[C:42]3[CH:47]=[CH:46][CH:45]=[CH:44][CH:43]=3)C(=O)OC(C)(C)C)=[CH:26][CH:25]=2)=[CH:20][C:19]=1[O:49][CH:50]1[CH2:55][CH2:54][CH2:53][CH2:52][CH2:51]1)(=[O:17])=[O:16])=[O:13])=O)(C)(C)C.[ClH:56]. (3) Given the product [F:50][C:49]([F:52])([F:51])[C:47]([O:53][CH2:17][CH2:16][CH2:15][N:12]1[C:13](=[O:14])[C:8]2[C:7]([CH2:28][C:30]3[CH:31]=[CH:32][C:33]([Cl:36])=[CH:34][CH:35]=3)=[C:6]([O:5][C:4]3[CH:37]=[CH:38][CH:39]=[C:2]([Cl:1])[CH:3]=3)[S:27][C:9]=2[N:10]([CH3:26])[C:11]1=[O:25])=[O:48], predict the reactants needed to synthesize it. The reactants are: [Cl:1][C:2]1[CH:3]=[C:4]([CH:37]=[CH:38][CH:39]=1)[O:5][C:6]1[S:27][C:9]2[N:10]([CH3:26])[C:11](=[O:25])[N:12]([CH2:15][CH2:16][CH2:17]OC3CCCCO3)[C:13](=[O:14])[C:8]=2[C:7]=1[CH:28]([C:30]1[CH:35]=[CH:34][C:33]([Cl:36])=[CH:32][CH:31]=1)O.[SiH](CC)(CC)CC.[C:47]([OH:53])([C:49]([F:52])([F:51])[F:50])=[O:48]. (4) Given the product [CH:25]1[CH:24]=[CH:23][C:22]([CH:8]([N:9]2[CH2:14][CH2:13][N:12]([CH2:15][CH2:16][O:17][CH2:18][C:19]([OH:28])=[O:20])[CH2:11][CH2:10]2)[C:5]2[CH:6]=[CH:7][C:2]([Cl:1])=[CH:3][CH:4]=2)=[CH:27][CH:26]=1, predict the reactants needed to synthesize it. The reactants are: [Cl:1][C:2]1[CH:7]=[CH:6][C:5]([CH:8]([C:22]2[CH:27]=[CH:26][CH:25]=[CH:24][CH:23]=2)[N:9]2[CH2:14][CH2:13][N:12]([CH2:15][CH2:16][O:17][CH2:18][C:19](N)=[O:20])[CH2:11][CH2:10]2)=[CH:4][CH:3]=1.[OH-:28].[Na+].Cl.